This data is from TCR-epitope binding with 47,182 pairs between 192 epitopes and 23,139 TCRs. The task is: Binary Classification. Given a T-cell receptor sequence (or CDR3 region) and an epitope sequence, predict whether binding occurs between them. (1) The epitope is VLAWLYAAV. The TCR CDR3 sequence is CSARPMAASGLTYEQYF. Result: 0 (the TCR does not bind to the epitope). (2) The TCR CDR3 sequence is CASSEGLGAGYEQYF. The epitope is RLRPGGKKR. Result: 0 (the TCR does not bind to the epitope). (3) The epitope is DATYQRTRALVR. The TCR CDR3 sequence is CASSSPSGVYNEQFF. Result: 1 (the TCR binds to the epitope).